Dataset: Full USPTO retrosynthesis dataset with 1.9M reactions from patents (1976-2016). Task: Predict the reactants needed to synthesize the given product. (1) Given the product [CH2:13]1[C:10]2([CH2:11][CH2:12][NH:8][CH2:9]2)[CH2:16][CH2:15][N:14]1[C:17]1[CH:18]=[N:19][C:20]([O:26][C:27]2[CH:32]=[CH:31][C:30]([O:33][C:34]3[CH:39]=[CH:38][CH:37]=[CH:36][CH:35]=3)=[CH:29][CH:28]=2)=[C:21]([CH:22]=1)[C:23]([NH2:24])=[O:25], predict the reactants needed to synthesize it. The reactants are: C(OC([N:8]1[CH2:12][CH2:11][C:10]2([CH2:16][CH2:15][N:14]([C:17]3[CH:18]=[N:19][C:20]([O:26][C:27]4[CH:32]=[CH:31][C:30]([O:33][C:34]5[CH:39]=[CH:38][CH:37]=[CH:36][CH:35]=5)=[CH:29][CH:28]=4)=[C:21]([C:23](=[O:25])[NH2:24])[CH:22]=3)[CH2:13]2)[CH2:9]1)=O)(C)(C)C.Cl. (2) Given the product [F:15][C:16]([F:27])([F:28])[O:17][C:18]1[CH:23]=[CH:22][C:21]([C:2]2[CH:3]=[CH:4][C:5]3[N:6]([C:8]([C:11]([F:14])([F:13])[F:12])=[N:9][N:10]=3)[CH:7]=2)=[CH:20][CH:19]=1, predict the reactants needed to synthesize it. The reactants are: Br[C:2]1[CH:3]=[CH:4][C:5]2[N:6]([C:8]([C:11]([F:14])([F:13])[F:12])=[N:9][N:10]=2)[CH:7]=1.[F:15][C:16]([F:28])([F:27])[O:17][C:18]1[CH:23]=[CH:22][C:21](B(O)O)=[CH:20][CH:19]=1.C(=O)([O-])[O-].[Na+].[Na+].O. (3) Given the product [C:18]([O:10][CH:6]([C:5]1[CH:11]=[C:12]([O:16][CH3:17])[C:13]([O:14][CH3:15])=[C:3]([O:2][CH3:1])[CH:4]=1)[C:7]([OH:9])=[O:8])(=[O:20])[CH3:19], predict the reactants needed to synthesize it. The reactants are: [CH3:1][O:2][C:3]1[CH:4]=[C:5]([CH:11]=[C:12]([O:16][CH3:17])[C:13]=1[O:14][CH3:15])[CH:6]([OH:10])[C:7]([OH:9])=[O:8].[C:18](Cl)(=[O:20])[CH3:19]. (4) Given the product [CH3:12][S:13]([N:1]1[C:9]2[C:4](=[CH:5][CH:6]=[CH:7][CH:8]=2)[C:3]([CH:10]=[O:11])=[CH:2]1)(=[O:15])=[O:14], predict the reactants needed to synthesize it. The reactants are: [NH:1]1[C:9]2[C:4](=[CH:5][CH:6]=[CH:7][CH:8]=2)[C:3]([CH:10]=[O:11])=[CH:2]1.[CH3:12][S:13](Cl)(=[O:15])=[O:14].CCN(C(C)C)C(C)C.O. (5) Given the product [CH3:22][CH:19]1[NH:18][CH2:17][C:16]2[N:15]=[N:14][N:13]([C:12]3[NH:8][N:9]=[CH:10][CH:11]=3)[C:21]=2[CH2:20]1, predict the reactants needed to synthesize it. The reactants are: C([N:8]1[C:12]([N:13]2[C:21]3[CH2:20][CH:19]([CH3:22])[NH:18][CH2:17][C:16]=3[N:15]=[N:14]2)=[CH:11][CH:10]=[N:9]1)C1C=CC=CC=1.CO.Cl.